Task: Predict the reactants needed to synthesize the given product.. Dataset: Full USPTO retrosynthesis dataset with 1.9M reactions from patents (1976-2016) (1) Given the product [ClH:1].[Cl:37][C:34]1[CH:35]=[CH:36][C:31]([CH:8]([C:5]2[CH:4]=[CH:3][C:2]([Cl:1])=[CH:7][CH:6]=2)[C:9]2[CH:10]=[C:11]3[C:16](=[CH:17][CH:18]=2)[N:15]=[CH:14][N:13]=[C:12]3[NH:19][CH2:20][C:21]2[CH:26]=[CH:25][CH:24]=[C:23]([C:27]([F:30])([F:29])[F:28])[CH:22]=2)=[CH:32][CH:33]=1, predict the reactants needed to synthesize it. The reactants are: [Cl:1][C:2]1[CH:7]=[CH:6][C:5]([CH:8]([C:31]2[CH:36]=[CH:35][C:34]([Cl:37])=[CH:33][CH:32]=2)[C:9]2[CH:10]=[C:11]3[C:16](=[CH:17][CH:18]=2)[N:15]=[CH:14][N:13]=[C:12]3[NH:19][CH2:20][C:21]2[CH:26]=[CH:25][CH:24]=[C:23]([C:27]([F:30])([F:29])[F:28])[CH:22]=2)=[CH:4][CH:3]=1. (2) Given the product [Cl:1][C:2]1[C:3]([O:12][C:13]2[CH:18]=[C:17]([O:19][CH2:20][CH2:21][O:22][CH3:23])[CH:16]=[CH:15][C:14]=2[CH2:24][Cl:34])=[N:4][CH:5]=[C:6]([C:8]([F:11])([F:10])[F:9])[CH:7]=1, predict the reactants needed to synthesize it. The reactants are: [Cl:1][C:2]1[C:3]([O:12][C:13]2[CH:18]=[C:17]([O:19][CH2:20][CH2:21][O:22][CH3:23])[CH:16]=[CH:15][C:14]=2[CH2:24]O)=[N:4][CH:5]=[C:6]([C:8]([F:11])([F:10])[F:9])[CH:7]=1.N1C=CC=CC=1.S(Cl)([Cl:34])=O.O.